This data is from NCI-60 drug combinations with 297,098 pairs across 59 cell lines. The task is: Regression. Given two drug SMILES strings and cell line genomic features, predict the synergy score measuring deviation from expected non-interaction effect. (1) Synergy scores: CSS=45.4, Synergy_ZIP=2.43, Synergy_Bliss=0.269, Synergy_Loewe=-11.3, Synergy_HSA=-0.168. Drug 2: CCC(=C(C1=CC=CC=C1)C2=CC=C(C=C2)OCCN(C)C)C3=CC=CC=C3.C(C(=O)O)C(CC(=O)O)(C(=O)O)O. Cell line: HCT116. Drug 1: C1=CC(=CC=C1CCC2=CNC3=C2C(=O)NC(=N3)N)C(=O)NC(CCC(=O)O)C(=O)O. (2) Drug 1: CC(C1=C(C=CC(=C1Cl)F)Cl)OC2=C(N=CC(=C2)C3=CN(N=C3)C4CCNCC4)N. Drug 2: CC(C)CN1C=NC2=C1C3=CC=CC=C3N=C2N. Cell line: SNB-75. Synergy scores: CSS=1.84, Synergy_ZIP=-0.0451, Synergy_Bliss=0.565, Synergy_Loewe=-2.48, Synergy_HSA=-0.952.